The task is: Predict the reactants needed to synthesize the given product.. This data is from Full USPTO retrosynthesis dataset with 1.9M reactions from patents (1976-2016). (1) Given the product [CH2:1]([O:8][C:9]([N:11]1[CH2:15][CH2:14][CH:13]([O:16][C:17]2[CH:18]=[C:19]3[C:20](=[CH:21][CH:22]=2)[NH:23][N:38]=[C:24]3[S:25]([C:28]2[C:37]3[C:32](=[CH:33][CH:34]=[CH:35][CH:36]=3)[CH:31]=[CH:30][CH:29]=2)(=[O:27])=[O:26])[CH2:12]1)=[O:10])[C:2]1[CH:7]=[CH:6][CH:5]=[CH:4][CH:3]=1, predict the reactants needed to synthesize it. The reactants are: [CH2:1]([O:8][C:9]([N:11]1[CH2:15][CH2:14][CH:13]([O:16][C:17]2[CH:22]=[CH:21][C:20]([NH2:23])=[C:19]([CH2:24][S:25]([C:28]3[C:37]4[C:32](=[CH:33][CH:34]=[CH:35][CH:36]=4)[CH:31]=[CH:30][CH:29]=3)(=[O:27])=[O:26])[CH:18]=2)[CH2:12]1)=[O:10])[C:2]1[CH:7]=[CH:6][CH:5]=[CH:4][CH:3]=1.[N:38]([O-])=O.[Na+].C(=O)([O-])[O-].[Na+].[Na+]. (2) Given the product [CH3:19][C:11]1([CH3:18])[C:10]2[C:15](=[CH:16][CH:17]=[C:8]([C:6]3[N:24]([C:25]4[CH:30]=[CH:29][C:28]([S:31]([NH2:34])(=[O:32])=[O:33])=[CH:27][CH:26]=4)[C:1]([CH3:2])=[C:4]([C:20](=[O:23])[CH2:21][CH3:22])[CH:5]=3)[CH:9]=2)[O:14][CH2:13][CH2:12]1, predict the reactants needed to synthesize it. The reactants are: [C:1]([CH:4]([C:20](=[O:23])[CH2:21][CH3:22])[CH2:5][C:6]([C:8]1[CH:9]=[C:10]2[C:15](=[CH:16][CH:17]=1)[O:14][CH2:13][CH2:12][C:11]2([CH3:19])[CH3:18])=O)(=O)[CH3:2].[NH2:24][C:25]1[CH:30]=[CH:29][C:28]([S:31]([NH2:34])(=[O:33])=[O:32])=[CH:27][CH:26]=1.N. (3) Given the product [CH3:1][S:2]([O:5][C:6]1[CH:11]=[CH:10][C:9]([C:12]2([C:21]3[CH:22]=[C:23]([C:32]4[CH:31]=[C:30]([Cl:29])[CH:35]=[C:34]([Cl:36])[CH:33]=4)[C:24]([F:27])=[CH:25][CH:26]=3)[C:16](=[O:17])[N:15]([CH2:18][CH3:19])[C:14]([NH2:20])=[N:13]2)=[CH:8][CH:7]=1)(=[O:4])=[O:3], predict the reactants needed to synthesize it. The reactants are: [CH3:1][S:2]([O:5][C:6]1[CH:11]=[CH:10][C:9]([C:12]2([C:21]3[CH:26]=[CH:25][C:24]([F:27])=[C:23](Br)[CH:22]=3)[C:16](=[O:17])[N:15]([CH2:18][CH3:19])[C:14]([NH2:20])=[N:13]2)=[CH:8][CH:7]=1)(=[O:4])=[O:3].[Cl:29][C:30]1[CH:31]=[C:32](B(O)O)[CH:33]=[C:34]([Cl:36])[CH:35]=1.C(=O)([O-])[O-].[K+].[K+]. (4) Given the product [Cl:19][C:18]1[CH:17]=[CH:16][CH:15]=[C:14]([Cl:20])[C:13]=1[N:6]1[C:5]([CH2:3][OH:2])=[C:9]([CH:10]([CH3:12])[CH3:11])[CH:8]=[N:7]1, predict the reactants needed to synthesize it. The reactants are: C[O:2][C:3]([C:5]1[N:6]([C:13]2[C:18]([Cl:19])=[CH:17][CH:16]=[CH:15][C:14]=2[Cl:20])[N:7]=[CH:8][C:9]=1[CH:10]([CH3:12])[CH3:11])=O.CC(C[AlH]CC(C)C)C.